This data is from Forward reaction prediction with 1.9M reactions from USPTO patents (1976-2016). The task is: Predict the product of the given reaction. (1) Given the reactants Cl[C:2]1[C:7]([N+:8]([O-])=O)=[CH:6][N:5]=[CH:4][C:3]=1[CH3:11].ClC1C=C[N:16]=CC=1[N+]([O-])=O.[NH2:22][C:23]1[CH:28]=[CH:27][CH:26]=[CH:25][CH:24]=1.NC1C=CC=CN=1, predict the reaction product. The product is: [CH3:11][C:3]1[C:2]2[N:22]([C:23]3[CH:28]=[CH:27][CH:26]=[CH:25][CH:24]=3)[N:16]=[N:8][C:7]=2[CH:6]=[N:5][CH:4]=1. (2) Given the reactants [Br-:1].[Br-].[Br-].C[N+](C)(C)C1C=CC=CC=1.C[N+](C1C=CC=CC=1)(C)C.C[N+](C1C=CC=CC=1)(C)C.[C:34]([C:37]1[CH:42]=[CH:41][C:40]([S:43]([NH:46][CH2:47][CH2:48][CH:49]([CH3:51])[CH3:50])(=[O:45])=[O:44])=[CH:39][CH:38]=1)(=[O:36])[CH3:35].C(OCC)(=O)C, predict the reaction product. The product is: [Br:1][CH2:35][C:34]([C:37]1[CH:38]=[CH:39][C:40]([S:43]([NH:46][CH2:47][CH2:48][CH:49]([CH3:51])[CH3:50])(=[O:45])=[O:44])=[CH:41][CH:42]=1)=[O:36]. (3) Given the reactants [CH2:1]([O:3][C:4]([C:6]1[C:10]([C:11]2[CH:16]=[CH:15][CH:14]=[C:13]([Cl:17])[CH:12]=2)=[CH:9][S:8][C:7]=1[NH2:18])=[O:5])[CH3:2].[C:19]1(=O)[O:24][C:22](=[O:23])[C:21]2=[CH:25][CH:26]=[CH:27][CH:28]=[C:20]12, predict the reaction product. The product is: [CH2:1]([O:3][C:4]([C:6]1[C:10]([C:11]2[CH:16]=[CH:15][CH:14]=[C:13]([Cl:17])[CH:12]=2)=[CH:9][S:8][C:7]=1[N:18]1[C:22](=[O:23])[C:21]2[C:20](=[CH:28][CH:27]=[CH:26][CH:25]=2)[C:19]1=[O:24])=[O:5])[CH3:2]. (4) Given the reactants [CH3:1][O:2][C:3]([C@@H:5]1[CH2:9][C@@H:8]([S:10]([C:13]2[CH:18]=[CH:17][CH:16]=[CH:15][C:14]=2[C:19]([F:22])([F:21])[F:20])(=[O:12])=[O:11])[CH2:7][N:6]1[C:23](=S)[CH2:24][C:25](=O)[CH3:26])=[O:4].Cl.[C:30]([NH:34][NH2:35])([CH3:33])([CH3:32])[CH3:31], predict the reaction product. The product is: [CH3:1][O:2][C:3]([C@@H:5]1[CH2:9][C@@H:8]([S:10]([C:13]2[CH:18]=[CH:17][CH:16]=[CH:15][C:14]=2[C:19]([F:21])([F:22])[F:20])(=[O:11])=[O:12])[CH2:7][N:6]1[C:23]1[N:34]([C:30]([CH3:33])([CH3:32])[CH3:31])[N:35]=[C:25]([CH3:26])[CH:24]=1)=[O:4]. (5) Given the reactants Cl.[NH2:2][C@H:3]1[CH2:7][CH2:6][N:5]([C:8]2[CH:13]=[CH:12][C:11]([N:14]3[CH2:18][C@H:17]([CH2:19][N:20]([C:29]4[CH:33]=[CH:32][O:31][N:30]=4)C(OCC(Cl)(Cl)Cl)=O)[O:16][C:15]3=[O:34])=[CH:10][C:9]=2[F:35])[CH2:4]1.[CH3:36][S:37](Cl)(=[O:39])=[O:38], predict the reaction product. The product is: [O:31]1[CH:32]=[CH:33][C:29]([NH:20][CH2:19][C@@H:17]2[O:16][C:15](=[O:34])[N:14]([C:11]3[CH:12]=[CH:13][C:8]([N:5]4[CH2:6][CH2:7][C@H:3]([NH:2][S:37]([CH3:36])(=[O:39])=[O:38])[CH2:4]4)=[C:9]([F:35])[CH:10]=3)[CH2:18]2)=[N:30]1.